Dataset: Reaction yield outcomes from USPTO patents with 853,638 reactions. Task: Predict the reaction yield, written as a fraction of the theoretical maximum amount of product (1.0 means a 100% yield; for example, 0.34 means a 34% yield). (1) The reactants are [CH2:1]([O:8][C:9](=[O:23])[NH:10][C:11]1[CH:16]=[CH:15][C:14]([C@H:17]2[CH2:21][CH2:20][C:19](=O)[CH2:18]2)=[CH:13][CH:12]=1)[C:2]1[CH:7]=[CH:6][CH:5]=[CH:4][CH:3]=1.[CH3:24][CH:25]1[CH2:29][CH2:28][CH2:27][NH:26]1.C(O)(=O)C.[BH-](OC(C)=O)(OC(C)=O)OC(C)=O.[Na+]. The catalyst is ClCCCl.C(Cl)Cl. The product is [CH2:1]([O:8][C:9](=[O:23])[NH:10][C:11]1[CH:16]=[CH:15][C:14]([C@H:17]2[CH2:21][CH2:20][CH:19]([N:26]3[CH2:27][CH2:28][CH2:29][CH:25]3[CH3:24])[CH2:18]2)=[CH:13][CH:12]=1)[C:2]1[CH:7]=[CH:6][CH:5]=[CH:4][CH:3]=1. The yield is 0.810. (2) The reactants are C(OCCCC)CCC.[C:10]1([Li])[CH:15]=[CH:14][CH:13]=[CH:12][CH:11]=1.C(OCC)C.[C:22]1([C:28]2[C:33]([C:34]3[CH:39]=[CH:38][CH:37]=[CH:36][CH:35]=3)=[N:32][CH:31]=[CH:30][N:29]=2)[CH:27]=[CH:26][CH:25]=[CH:24][CH:23]=1. The catalyst is O. The product is [C:22]1([C:28]2[C:33]([C:34]3[CH:35]=[CH:36][CH:37]=[CH:38][CH:39]=3)=[N:32][C:31]([C:10]3[CH:15]=[CH:14][CH:13]=[CH:12][CH:11]=3)=[CH:30][N:29]=2)[CH:27]=[CH:26][CH:25]=[CH:24][CH:23]=1. The yield is 0.560. (3) The reactants are [CH3:1][S:2]([C:5]1[CH:10]=[C:9]([N+:11]([O-:13])=[O:12])[CH:8]=[C:7]([N+]([O-])=O)[CH:6]=1)(=[O:4])=[O:3].[CH3:17][O-:18].[Na+]. The catalyst is CO. The product is [CH3:17][O:18][C:7]1[CH:8]=[C:9]([N+:11]([O-:13])=[O:12])[CH:10]=[C:5]([S:2]([CH3:1])(=[O:4])=[O:3])[CH:6]=1. The yield is 0.820. (4) The reactants are [NH2:1][C:2]1[CH:9]=[CH:8][C:5]([C:6]#[N:7])=[CH:4][CH:3]=1.[C:10]([O:14][C:15](O[C:15]([O:14][C:10]([CH3:13])([CH3:12])[CH3:11])=[O:16])=[O:16])([CH3:13])([CH3:12])[CH3:11]. The catalyst is C1COCC1.CN(C)C1C=CN=CC=1. The product is [CH3:11][C:10]([O:14][C:15](=[O:16])[NH:1][C:2]1[CH:9]=[CH:8][C:5]([C:6]#[N:7])=[CH:4][CH:3]=1)([CH3:13])[CH3:12]. The yield is 0.420. (5) The reactants are [N:1]1([C:19]([O:21][CH2:22][CH:23]2[C:35]3[CH:34]=[CH:33][CH:32]=[CH:31][C:30]=3[C:29]3[C:24]2=[CH:25][CH:26]=[CH:27][CH:28]=3)=[O:20])[C@H:5]([C:6]([O:8]CC2C=CC=CC=2)=[O:7])[CH2:4][C@@H:3]2[CH2:16][CH2:17][CH2:18][C@H:2]12.C1CCCCC=1. The catalyst is CCO.[Pd]. The product is [CH:34]1[C:35]2[CH:23]([CH2:22][O:21][C:19]([N:1]3[C@H:5]([C:6]([OH:8])=[O:7])[CH2:4][C@@H:3]4[CH2:16][CH2:17][CH2:18][C@H:2]34)=[O:20])[C:24]3[C:29](=[CH:28][CH:27]=[CH:26][CH:25]=3)[C:30]=2[CH:31]=[CH:32][CH:33]=1. The yield is 0.370. (6) The reactants are [CH3:1][C:2]1[CH:9]=[CH:8][C:5]([CH:6]=[O:7])=[CH:4][C:3]=1B1OC(C)(C)C(C)(C)O1.[F-].[K+].C1COCC1.Br[CH2:27][C:28]([O:30][CH2:31][CH3:32])=[O:29]. The catalyst is [Cl-].C([N+](CC)(CC)CC)C1C=CC=CC=1.O.C1C=CC(/C=C/C(/C=C/C2C=CC=CC=2)=O)=CC=1.C1C=CC(/C=C/C(/C=C/C2C=CC=CC=2)=O)=CC=1.C1C=CC(/C=C/C(/C=C/C2C=CC=CC=2)=O)=CC=1.[Pd].[Pd]. The product is [CH:6]([C:5]1[CH:8]=[CH:9][C:2]([CH3:1])=[C:3]([CH2:27][C:28]([O:30][CH2:31][CH3:32])=[O:29])[CH:4]=1)=[O:7]. The yield is 0.384. (7) No catalyst specified. The yield is 0.870. The product is [Br:22][C:17]1[C:18]([CH3:21])=[N:19][O:20][C:16]=1[NH:15][S:2]([C:5]1[S:6][C:7]([C:10]#[C:11][CH2:12][CH2:13][CH3:14])=[CH:8][CH:9]=1)(=[O:4])=[O:3]. The reactants are Cl[S:2]([C:5]1[S:6][C:7]([C:10]#[C:11][CH2:12][CH2:13][CH3:14])=[CH:8][CH:9]=1)(=[O:4])=[O:3].[NH2:15][C:16]1[O:20][N:19]=[C:18]([CH3:21])[C:17]=1[Br:22].